Dataset: Full USPTO retrosynthesis dataset with 1.9M reactions from patents (1976-2016). Task: Predict the reactants needed to synthesize the given product. (1) Given the product [C:54]([O:58][C:59](=[O:60])[NH:61][CH3:62])([CH3:57])([CH3:56])[CH3:55], predict the reactants needed to synthesize it. The reactants are: CN(C(ON1N=NC2C=CC=NC1=2)=[N+](C)C)C.F[P-](F)(F)(F)(F)F.NC(C(C)C)C(N1C2C(=CC=CC=2)C(C)(C)[C@H]1C(NC1C(F)=CC=CC=1F)=O)=O.[C:54]([O:58][C:59]([N:61](C)[C@@H:62](C)C(O)=O)=[O:60])([CH3:57])([CH3:56])[CH3:55].C(N(C(C)C)CC)(C)C. (2) Given the product [OH:1][C:2]1[CH:9]=[CH:8][C:5]([CH:6]=[CH2:7])=[CH:4][CH:3]=1.[O:10]1[CH:16]2[CH:11]1[CH2:12][CH:13]([CH2:17][O:18][C:19](=[O:23])[C:20]([CH3:22])=[CH2:21])[CH2:14][CH2:15]2.[CH2:24]=[CH:25][C:26]1[CH:31]=[CH:30][CH:29]=[CH:28][CH:27]=1, predict the reactants needed to synthesize it. The reactants are: [OH:1][C:2]1[CH:9]=[CH:8][C:5]([CH:6]=[CH2:7])=[CH:4][CH:3]=1.[O:10]1[CH:16]2[CH:11]1[CH2:12][CH:13]([CH2:17][O:18][C:19](=[O:23])[C:20]([CH3:22])=[CH2:21])[CH2:14][CH2:15]2.[CH2:24]=[CH:25][C:26]1[CH:31]=[CH:30][CH:29]=[CH:28][CH:27]=1.N(C(C)(C)C#N)=NC(C)(C)C#N. (3) Given the product [NH:8]1[C:7]2[CH:6]=[CH:5][N:4]=[CH:3][C:2]=2[N:1]=[C:16]1[C:17]([O:19][CH2:20][CH3:21])=[O:18], predict the reactants needed to synthesize it. The reactants are: [NH2:1][C:2]1[CH:3]=[N:4][CH:5]=[CH:6][C:7]=1[NH2:8].Cl.C(ONC([CH:16](C)[C:17]([O:19][CH2:20][CH3:21])=[O:18])=N)C.